This data is from Full USPTO retrosynthesis dataset with 1.9M reactions from patents (1976-2016). The task is: Predict the reactants needed to synthesize the given product. (1) Given the product [CH3:21][C@H:22]1[NH:27][C@@H:26]([CH3:28])[CH2:25][N:24]([C:29](=[O:40])[CH2:30][C:31]2[C:32]([CH3:39])=[C:33](/[CH:37]=[C:14]3\[C:15](=[O:20])[NH:16][C:17]4[C:13]\3=[CH:12][C:11]([S:8]([CH2:7][C:1]3[CH:2]=[CH:3][CH:4]=[CH:5][CH:6]=3)(=[O:10])=[O:9])=[CH:19][CH:18]=4)[NH:34][C:35]=2[CH3:36])[CH2:23]1, predict the reactants needed to synthesize it. The reactants are: [C:1]1([CH2:7][S:8]([C:11]2[CH:12]=[C:13]3[C:17](=[CH:18][CH:19]=2)[NH:16][C:15](=[O:20])[CH2:14]3)(=[O:10])=[O:9])[CH:6]=[CH:5][CH:4]=[CH:3][CH:2]=1.[CH3:21][C@H:22]1[NH:27][C@@H:26]([CH3:28])[CH2:25][N:24]([C:29](=[O:40])[CH2:30][C:31]2[C:32]([CH3:39])=[C:33]([CH:37]=O)[NH:34][C:35]=2[CH3:36])[CH2:23]1.N1CCCCC1. (2) The reactants are: [C:1](O)(=O)[C:2]1C=CC=C[CH:3]=1.[F:10][C:11]([F:21])([F:20])[C:12]1[CH:19]=[CH:18][C:15]([CH:16]=O)=[CH:14][CH:13]=1.[CH:22]([C:25]1[CH:31]=[CH:30][C:28]([NH2:29])=[CH:27][CH:26]=1)([CH3:24])[CH3:23].C([Sn](CCCC)(CCCC)CCCC)C=C. Given the product [CH:22]([C:25]1[CH:31]=[CH:30][C:28]([NH:29][CH:16]([C:15]2[CH:18]=[CH:19][C:12]([C:11]([F:21])([F:20])[F:10])=[CH:13][CH:14]=2)[CH2:3][CH:2]=[CH2:1])=[CH:27][CH:26]=1)([CH3:24])[CH3:23], predict the reactants needed to synthesize it. (3) Given the product [CH3:19][C:17]1[CH:16]=[C:15]([C:20]2[S:24][CH:23]=[N:22][CH:21]=2)[N:14]=[C:13]([NH:9][C:5]2[CH:4]=[C:3]([C:2]([F:1])([F:10])[F:11])[N:8]=[CH:7][N:6]=2)[CH:18]=1, predict the reactants needed to synthesize it. The reactants are: [F:1][C:2]([F:11])([F:10])[C:3]1[N:8]=[CH:7][N:6]=[C:5]([NH2:9])[CH:4]=1.Br[C:13]1[CH:18]=[C:17]([CH3:19])[CH:16]=[C:15]([C:20]2[S:24][CH:23]=[N:22][CH:21]=2)[N:14]=1.CC1(C)C2C(=C(P(C3C=CC=CC=3)C3C=CC=CC=3)C=CC=2)OC2C(P(C3C=CC=CC=3)C3C=CC=CC=3)=CC=CC1=2.C(=O)([O-])[O-].[Cs+].[Cs+]. (4) Given the product [N:22]([CH2:2][C:3]1[C:4]([C:16]2[CH:21]=[CH:20][CH:19]=[CH:18][CH:17]=2)=[N:5][C:6]2[C:11]([C:12]=1[C:13]([O:15][CH3:26])=[O:14])=[CH:10][CH:9]=[CH:8][CH:7]=2)=[N+:23]=[N-:24], predict the reactants needed to synthesize it. The reactants are: Br[CH2:2][C:3]1[C:4]([C:16]2[CH:21]=[CH:20][CH:19]=[CH:18][CH:17]=2)=[N:5][C:6]2[C:11]([C:12]=1[C:13]([O-:15])=[O:14])=[CH:10][CH:9]=[CH:8][CH:7]=2.[N-:22]=[N+:23]=[N-:24].[Na+].[CH2:26]1COCC1.CN(C=O)C. (5) Given the product [Br:1][C:2]1[CH:7]=[CH:6][C:5]([S:8]([N:21]2[CH2:22][CH2:23][N:18]([CH3:17])[CH2:19][CH2:20]2)(=[O:10])=[O:9])=[CH:4][CH:3]=1, predict the reactants needed to synthesize it. The reactants are: [Br:1][C:2]1[CH:7]=[CH:6][C:5]([S:8](Cl)(=[O:10])=[O:9])=[CH:4][CH:3]=1.C(=O)(O)[O-].[Na+].[CH3:17][N:18]1[CH2:23][CH2:22][NH:21][CH2:20][CH2:19]1. (6) Given the product [C:1]1(=[O:16])[NH:13][CH2:2][CH2:3][CH2:4][CH2:5][CH2:6][CH2:7][CH2:8][CH2:9][CH2:10][CH2:11][CH2:12]1, predict the reactants needed to synthesize it. The reactants are: [C:1]1(=[N:13]O)[CH2:12][CH2:11][CH2:10][CH2:9][CH2:8][CH2:7][CH2:6][CH2:5][CH2:4][CH2:3][CH2:2]1.S(Cl)(Cl)=[O:16]. (7) Given the product [F:32][C:30]1[CH:31]=[C:26]([CH:27]=[C:28]([CH2:33][NH:34][C:4](=[O:6])[C:3]2[CH:7]=[CH:8][C:9]([C:11]([F:14])([F:13])[F:12])=[CH:10][C:2]=2[CH3:1])[CH:29]=1)[O:25][C:21]1[CH:20]=[C:19]([CH2:18][C:17]([OH:35])=[O:16])[CH:24]=[CH:23][CH:22]=1, predict the reactants needed to synthesize it. The reactants are: [CH3:1][C:2]1[CH:10]=[C:9]([C:11]([F:14])([F:13])[F:12])[CH:8]=[CH:7][C:3]=1[C:4]([OH:6])=O.C[O:16][C:17](=[O:35])[CH2:18][C:19]1[CH:24]=[CH:23][CH:22]=[C:21]([O:25][C:26]2[CH:31]=[C:30]([F:32])[CH:29]=[C:28]([CH2:33][NH2:34])[CH:27]=2)[CH:20]=1. (8) The reactants are: [CH2:1]([O:8][C:9]([NH:11][C@@H:12]([C:16]1[CH:21]=[CH:20][CH:19]=[CH:18][CH:17]=1)[C:13]([OH:15])=O)=[O:10])[C:2]1[CH:7]=[CH:6][CH:5]=[CH:4][CH:3]=1.C1CCC(N=C=NC2CCCCC2)CC1.C1C=CC2N(O)N=NC=2C=1.[NH:47]1[CH2:51][CH2:50][C@H:49]([OH:52])[CH2:48]1. Given the product [CH2:1]([O:8][C:9](=[O:10])[NH:11][C@@H:12]([C:16]1[CH:21]=[CH:20][CH:19]=[CH:18][CH:17]=1)[C:13]([N:47]1[CH2:51][CH2:50][C@H:49]([OH:52])[CH2:48]1)=[O:15])[C:2]1[CH:3]=[CH:4][CH:5]=[CH:6][CH:7]=1, predict the reactants needed to synthesize it. (9) The reactants are: [H-].[Na+].[F:3][C:4]1[CH:9]=[CH:8][C:7]([F:10])=[CH:6][C:5]=1[C:11]1([C:18]#[N:19])[CH2:16][CH2:15][CH:14]([OH:17])[CH2:13][CH2:12]1.[CH3:20]I. Given the product [F:3][C:4]1[CH:9]=[CH:8][C:7]([F:10])=[CH:6][C:5]=1[C:11]1([C:18]#[N:19])[CH2:16][CH2:15][CH:14]([O:17][CH3:20])[CH2:13][CH2:12]1, predict the reactants needed to synthesize it. (10) The reactants are: [C:1]([OH:4])(=[O:3])[CH3:2].C(C1C=CC(C2C=CC(O)=C(C3NC4C=CC(C(N)=N)=CC=4N=3)C=2)=CC=1)(=N)N.O[NH:34][C:35]([C:37]1[CH:62]=[CH:61][C:40]2[NH:41][C:42]([C:44]3[CH:45]=[C:46]([C:51]4[CH:56]=[CH:55][CH:54]=[C:53]([C:57](=[NH:60])[NH:58]O)[CH:52]=4)[CH:47]=[CH:48][C:49]=3[OH:50])=[N:43][C:39]=2[CH:38]=1)=[NH:36]. Given the product [C:1]([OH:4])(=[O:3])[CH3:2].[C:57]([C:53]1[CH:52]=[C:51]([C:46]2[CH:47]=[CH:48][C:49]([OH:50])=[C:44]([C:42]3[NH:41][C:40]4[CH:61]=[CH:62][C:37]([C:35]([NH2:36])=[NH:34])=[CH:38][C:39]=4[N:43]=3)[CH:45]=2)[CH:56]=[CH:55][CH:54]=1)(=[NH:58])[NH2:60], predict the reactants needed to synthesize it.